This data is from Full USPTO retrosynthesis dataset with 1.9M reactions from patents (1976-2016). The task is: Predict the reactants needed to synthesize the given product. (1) Given the product [O:7]1[C:11]2[CH:12]=[CH:13][C:14]([C:16]3[C:17]([CH2:25][O:26][C:27]4[C:28]([F:41])=[CH:29][C:30]([CH2:34][CH2:35][CH2:36][OH:37])=[CH:31][C:32]=4[F:33])=[C:18]([C:21]([F:24])([F:22])[F:23])[S:19][CH:20]=3)=[CH:15][C:10]=2[CH2:9][CH2:8]1, predict the reactants needed to synthesize it. The reactants are: [H-].[H-].[H-].[H-].[Li+].[Al+3].[O:7]1[C:11]2[CH:12]=[CH:13][C:14]([C:16]3[C:17]([CH2:25][O:26][C:27]4[C:32]([F:33])=[CH:31][C:30]([CH2:34][CH2:35][C:36](OCC)=[O:37])=[CH:29][C:28]=4[F:41])=[C:18]([C:21]([F:24])([F:23])[F:22])[S:19][CH:20]=3)=[CH:15][C:10]=2[CH2:9][CH2:8]1. (2) Given the product [C:1]([O:5][C:6]([C:8]1[C:13]([C:14]2[O:15][CH:16]=[C:17]([C:19]3[CH:20]=[CH:21][CH:22]=[CH:23][CH:24]=3)[N:18]=2)=[N:12][C:11]([C:25]2[CH:30]=[CH:29][C:28]([Cl:31])=[CH:27][CH:26]=2)=[C:10]([C:32]2[CH:37]=[CH:36][C:35]([Cl:38])=[CH:34][CH:33]=2)[N:9]=1)=[O:7])([CH3:4])([CH3:2])[CH3:3], predict the reactants needed to synthesize it. The reactants are: [C:1]([O:5][C:6]([C:8]1[C:13]([C:14]2[O:15][CH2:16][CH:17]([C:19]3[CH:24]=[CH:23][CH:22]=[CH:21][CH:20]=3)[N:18]=2)=[N:12][C:11]([C:25]2[CH:30]=[CH:29][C:28]([Cl:31])=[CH:27][CH:26]=2)=[C:10]([C:32]2[CH:37]=[CH:36][C:35]([Cl:38])=[CH:34][CH:33]=2)[N:9]=1)=[O:7])([CH3:4])([CH3:3])[CH3:2].C(C1C(=O)C(Cl)=C(Cl)C(=O)C=1C#N)#N.C(OCC)(=O)C.